This data is from Full USPTO retrosynthesis dataset with 1.9M reactions from patents (1976-2016). The task is: Predict the reactants needed to synthesize the given product. (1) Given the product [C:1]([C:7]1[C:15]2[C:10](=[N:11][CH:12]=[C:13]([NH:16][C:17]3[CH:22]=[CH:21][C:20]([CH:23]=[C:24]([C:27]4[S:28][CH:29]=[CH:30][N:31]=4)[C:25]#[N:26])=[CH:19][CH:18]=3)[N:14]=2)[NH:9][CH:8]=1)(=[O:6])[C:2]([CH3:5])([CH3:4])[CH3:3], predict the reactants needed to synthesize it. The reactants are: [C:1]([C:7]1[C:15]2[C:10](=[N:11][CH:12]=[C:13]([NH:16][C:17]3[CH:22]=[CH:21][C:20]([CH:23]=[C:24]([C:27]4[S:28][CH:29]=[CH:30][N:31]=4)[C:25]#[N:26])=[CH:19][CH:18]=3)[N:14]=2)[N:9](COCC[Si](C)(C)C)[CH:8]=1)(=[O:6])[C:2]([CH3:5])([CH3:4])[CH3:3].C(O)(C(F)(F)F)=O.C(=O)(O)[O-].[Na+]. (2) Given the product [Cl:1][C:2]1[CH:3]=[CH:4][C:5]([NH:11][CH:12]([CH3:14])[CH3:13])=[C:6]([CH:10]=1)[C:7]([N:25]([CH2:24][C:23]1[CH:22]=[CH:21][C:20]([CH:15]2[CH2:19][CH2:18][CH2:17][CH2:16]2)=[CH:39][CH:38]=1)[CH2:26][CH2:27][C:28]1[CH:33]=[CH:32][CH:31]=[C:30]([C:34]([F:35])([F:36])[F:37])[CH:29]=1)=[O:9], predict the reactants needed to synthesize it. The reactants are: [Cl:1][C:2]1[CH:3]=[CH:4][C:5]([NH:11][CH:12]([CH3:14])[CH3:13])=[C:6]([CH:10]=1)[C:7]([OH:9])=O.[CH:15]1([C:20]2[CH:39]=[CH:38][C:23]([CH2:24][NH:25][CH2:26][CH2:27][C:28]3[CH:33]=[CH:32][CH:31]=[C:30]([C:34]([F:37])([F:36])[F:35])[CH:29]=3)=[CH:22][CH:21]=2)[CH2:19][CH2:18][CH2:17][CH2:16]1.CN(C(ON1N=NC2C=CC=CC1=2)=[N+](C)C)C.[B-](F)(F)(F)F.C(N(CC)C(C)C)(C)C. (3) Given the product [C:1]([O:5][C:6]([N:8]1[C:16]2[C:11](=[CH:12][CH:13]=[CH:14][CH:15]=2)[CH:10]=[C:9]1[C:17]1[CH:22]=[C:21]([C:23]2[CH:28]=[C:27]([CH2:29][NH:42][CH3:41])[CH:26]=[C:25]([CH2:31][OH:32])[CH:24]=2)[N:20]=[N:19][C:18]=1[O:33][CH3:34])=[O:7])([CH3:2])([CH3:4])[CH3:3], predict the reactants needed to synthesize it. The reactants are: [C:1]([O:5][C:6]([N:8]1[C:16]2[C:11](=[CH:12][CH:13]=[CH:14][CH:15]=2)[CH:10]=[C:9]1[C:17]1[CH:22]=[C:21]([C:23]2[CH:28]=[C:27]([CH:29]=O)[CH:26]=[C:25]([CH:31]=[O:32])[CH:24]=2)[N:20]=[N:19][C:18]=1[O:33][CH3:34])=[O:7])([CH3:4])([CH3:3])[CH3:2].CN.C(O)(=O)C.[C:41]([BH3-])#[N:42].[Na+]. (4) Given the product [CH3:1][O:2][C:3]1[CH:4]=[C:5]([C:11]2[C:16]([C:17]3[C:18]([F:25])=[CH:19][C:20]([F:24])=[CH:21][C:22]=3[F:23])=[C:15]([CH3:26])[N:14]=[CH:13][C:12]=2[C:28]([O:30][CH2:31][CH3:32])=[O:29])[CH:6]=[C:7]([O:9][CH3:10])[CH:8]=1, predict the reactants needed to synthesize it. The reactants are: [CH3:1][O:2][C:3]1[CH:4]=[C:5]([C:11]2[C:16]([C:17]3[C:22]([F:23])=[CH:21][C:20]([F:24])=[CH:19][C:18]=3[F:25])=[C:15]([CH3:26])[NH:14][C:13](=O)[C:12]=2[C:28]([O:30][CH2:31][CH3:32])=[O:29])[CH:6]=[C:7]([O:9][CH3:10])[CH:8]=1.C(N(CC)CC)C.FC(F)(F)S(OS(C(F)(F)F)(=O)=O)(=O)=O.C(O)=O. (5) Given the product [CH2:11]([O:12][C:13]1[C:18]([CH:29]2[CH2:24][CH2:23]2)=[CH:17][N:16]2[CH:20]=[N:21][N:22]=[C:15]2[CH:14]=1)[C:1]1[CH:10]=[CH:5][CH:6]=[CH:7][CH:8]=1, predict the reactants needed to synthesize it. The reactants are: [C:1]12([CH2:11][O:12][C:13]3[C:18](Br)=[CH:17][N:16]4[CH:20]=[N:21][N:22]=[C:15]4[CH:14]=3)[CH2:10][CH:5]3[CH2:6][CH:7](CC(C3)C1)[CH2:8]2.[CH2:23](OC1C(Br)=CN2C=NN=C2C=1)[C:24]1[CH:29]=CC=CC=1. (6) Given the product [Cl:1][C:2]1[N:7]=[C:6]([N:8]([C:24]([O:26][C:27]([CH3:30])([CH3:29])[CH3:28])=[O:25])[N:9]([C:10]([O:12][C:13]([CH3:14])([CH3:15])[CH3:16])=[O:11])[C:17]([O:19][C:20]([CH3:21])([CH3:22])[CH3:23])=[O:18])[C:5]([F:31])=[C:4]([NH:41][CH2:42][C:43]2[S:44][CH:45]=[CH:46][N:47]=2)[N:3]=1, predict the reactants needed to synthesize it. The reactants are: [Cl:1][C:2]1[N:7]=[C:6]([N:8]([C:24]([O:26][C:27]([CH3:30])([CH3:29])[CH3:28])=[O:25])[N:9]([C:17]([O:19][C:20]([CH3:23])([CH3:22])[CH3:21])=[O:18])[C:10]([O:12][C:13]([CH3:16])([CH3:15])[CH3:14])=[O:11])[C:5]([F:31])=[C:4](Cl)[N:3]=1.C(N(CC)CC)C.Cl.[NH2:41][CH2:42][C:43]1[S:44][CH:45]=[CH:46][N:47]=1. (7) Given the product [F:20][C:17]1[CH:18]=[CH:19][C:14]([S:12]([C:4]2[N:3]=[C:2]([NH:69][C:67]3[S:68][C:64]([CH3:63])=[CH:65][N:66]=3)[C:11]3[C:6]([CH:5]=2)=[CH:7][CH:8]=[CH:9][CH:10]=3)=[O:13])=[CH:15][CH:16]=1, predict the reactants needed to synthesize it. The reactants are: Br[C:2]1[C:11]2[C:6](=[CH:7][CH:8]=[CH:9][CH:10]=2)[CH:5]=[C:4]([S:12]([C:14]2[CH:19]=[CH:18][C:17]([F:20])=[CH:16][CH:15]=2)=[O:13])[N:3]=1.C1(P(C2C=CC=CC=2)C2C3OC4C(=CC=CC=4P(C4C=CC=CC=4)C4C=CC=CC=4)C(C)(C)C=3C=CC=2)C=CC=CC=1.[CH3:63][C:64]1[S:68][C:67]([NH2:69])=[N:66][CH:65]=1.C([O-])([O-])=O.[Na+].[Na+].